From a dataset of Reaction yield outcomes from USPTO patents with 853,638 reactions. Predict the reaction yield, written as a fraction of the theoretical maximum amount of product (1.0 means a 100% yield; for example, 0.34 means a 34% yield). (1) The reactants are [Br-:1].[Br-].[Br-].C([N+](CCCC)(CCCC)CCCC)CCC.C([N+](CCCC)(CCCC)CCCC)CCC.C([N+](CCCC)(CCCC)CCCC)CCC.[NH2:55][C:56]1[C:57]([CH3:69])=[C:58]([CH3:68])[C:59]2[O:63][C:62]([CH3:65])([CH3:64])[C:61](=[O:66])[C:60]=2[CH:67]=1.S([O-])([O-])=O.[Na+].[Na+]. The catalyst is O1CCCC1. The product is [NH2:55][C:56]1[C:57]([CH3:69])=[C:58]([CH3:68])[C:59]2[O:63][C:62]([CH3:64])([CH3:65])[C:61](=[O:66])[C:60]=2[C:67]=1[Br:1]. The yield is 0.720. (2) The reactants are [Cl:1][C:2]1[N:3]=[C:4](Cl)[C:5]2[S:10][CH:9]=[CH:8][C:6]=2[N:7]=1.[NH:12]1[CH2:17][CH2:16][O:15][CH2:14][CH2:13]1. The catalyst is CO. The product is [Cl:1][C:2]1[N:3]=[C:4]([N:12]2[CH2:17][CH2:16][O:15][CH2:14][CH2:13]2)[C:5]2[S:10][CH:9]=[CH:8][C:6]=2[N:7]=1. The yield is 1.00. (3) The product is [N:13]1([CH2:12][CH:10]([OH:11])[CH2:9][O:8][C:6]2[CH:5]=[N:4][CH:3]=[C:2]([Br:1])[CH:7]=2)[C:17]2[CH:18]=[CH:19][CH:20]=[CH:21][C:16]=2[N:15]=[CH:14]1. The catalyst is CC(O)C.C(OCC)(=O)C. The yield is 0.500. The reactants are [Br:1][C:2]1[CH:3]=[N:4][CH:5]=[C:6]([O:8][CH2:9][CH:10]2[CH2:12][O:11]2)[CH:7]=1.[NH:13]1[C:17]2[CH:18]=[CH:19][CH:20]=[CH:21][C:16]=2[N:15]=[CH:14]1. (4) The reactants are C([N:8]1[CH2:12][C@@H:11]([CH3:13])[C@@:10]([CH2:30][C:31]([O:33][C:34]([CH3:37])([CH3:36])[CH3:35])=[O:32])([C:14]([NH:16][CH:17]2[CH2:22][CH2:21][N:20]([C:23]([O:25][C:26]([CH3:29])([CH3:28])[CH3:27])=[O:24])[CH2:19][CH2:18]2)=[O:15])[CH2:9]1)C1C=CC=CC=1. The catalyst is CO.[OH-].[Pd+2].[OH-]. The product is [C:34]([O:33][C:31](=[O:32])[CH2:30][C@@:10]1([C:14]([NH:16][CH:17]2[CH2:22][CH2:21][N:20]([C:23]([O:25][C:26]([CH3:29])([CH3:28])[CH3:27])=[O:24])[CH2:19][CH2:18]2)=[O:15])[C@H:11]([CH3:13])[CH2:12][NH:8][CH2:9]1)([CH3:37])([CH3:35])[CH3:36]. The yield is 0.947. (5) The catalyst is C(O)C. The product is [CH:25]1([NH:31][CH2:23][CH:21]([OH:22])[CH2:20][O:19][C:16]2[CH:17]=[CH:18][C:13]([C:8]3[C:7](=[O:24])[C:6]4[C:11](=[CH:12][C:3]([O:2][CH3:1])=[CH:4][CH:5]=4)[O:10][CH:9]=3)=[CH:14][CH:15]=2)[CH2:30][CH2:29][CH2:28][CH2:27][CH2:26]1. The yield is 0.670. The reactants are [CH3:1][O:2][C:3]1[CH:12]=[C:11]2[C:6]([C:7](=[O:24])[C:8]([C:13]3[CH:18]=[CH:17][C:16]([O:19][CH2:20][CH:21]4[CH2:23][O:22]4)=[CH:15][CH:14]=3)=[CH:9][O:10]2)=[CH:5][CH:4]=1.[CH:25]1([NH2:31])[CH2:30][CH2:29][CH2:28][CH2:27][CH2:26]1. (6) The reactants are C(NC(C)C)(C)C.[Li]CCCC.[CH:13]1([C:19]#[N:20])[CH2:18][CH2:17][CH2:16][CH2:15][CH2:14]1.[CH3:21][C:22]([CH3:24])=[O:23]. The catalyst is C1COCC1.CCOCC. The product is [OH:23][C:22]([C:13]1([C:19]#[N:20])[CH2:18][CH2:17][CH2:16][CH2:15][CH2:14]1)([CH3:24])[CH3:21]. The yield is 0.760.